Dataset: Full USPTO retrosynthesis dataset with 1.9M reactions from patents (1976-2016). Task: Predict the reactants needed to synthesize the given product. Given the product [Cl:28][C:29]1[CH:34]=[C:33]([NH:7][C:8]2[CH:9]=[CH:10][C:11]([N:19]3[CH2:20][CH2:21][N:22]([CH:25]([CH3:27])[CH3:26])[CH2:23][CH2:24]3)=[C:12]3[C:16]=2[C:15](=[O:17])[N:14]([CH3:18])[CH2:13]3)[C:32]([F:36])=[CH:31][N:30]=1, predict the reactants needed to synthesize it. The reactants are: C(=O)([O-])[O-].[Cs+].[Cs+].[NH2:7][C:8]1[CH:9]=[CH:10][C:11]([N:19]2[CH2:24][CH2:23][N:22]([CH:25]([CH3:27])[CH3:26])[CH2:21][CH2:20]2)=[C:12]2[C:16]=1[C:15](=[O:17])[N:14]([CH3:18])[CH2:13]2.[Cl:28][C:29]1[CH:34]=[C:33](I)[C:32]([F:36])=[CH:31][N:30]=1.